Predict which catalyst facilitates the given reaction. From a dataset of Catalyst prediction with 721,799 reactions and 888 catalyst types from USPTO. (1) Reactant: Br[C:2]1[CH:7]=[CH:6][C:5]([N:8]2[CH:12]=[N:11][C:10]([C:13]3[CH:14]=[C:15]([CH:20]=[CH:21][CH:22]=3)[C:16]([O:18][CH3:19])=[O:17])=[N:9]2)=[CH:4][CH:3]=1.[NH:23]1[CH2:27][CH2:26][CH2:25][C:24]1=[O:28].C(=O)([O-])[O-].[K+].[K+].CNCCNC. Product: [O:28]=[C:24]1[CH2:25][CH2:26][CH2:27][N:23]1[C:2]1[CH:7]=[CH:6][C:5]([N:8]2[CH:12]=[N:11][C:10]([C:13]3[CH:14]=[C:15]([CH:20]=[CH:21][CH:22]=3)[C:16]([O:18][CH3:19])=[O:17])=[N:9]2)=[CH:4][CH:3]=1. The catalyst class is: 509. (2) Reactant: [NH2:1][C@H:2]([C:13]([O:15][CH3:16])=[O:14])[CH2:3][C:4]1[CH:9]=[CH:8][C:7]([N+:10]([O-:12])=[O:11])=[CH:6][CH:5]=1.[CH:17](=O)[C:18]1[CH:23]=[CH:22][CH:21]=[CH:20][CH:19]=1.[BH4-].[Na+]. Product: [CH3:16][O:15][C:13](=[O:14])[C@@H:2]([NH:1][CH2:17][C:18]1[CH:23]=[CH:22][CH:21]=[CH:20][CH:19]=1)[CH2:3][C:4]1[CH:5]=[CH:6][C:7]([N+:10]([O-:12])=[O:11])=[CH:8][CH:9]=1. The catalyst class is: 66. (3) Reactant: [H-].[Na+].[Br:3][C:4]1[CH:5]=[C:6]([CH:9]=[O:10])[NH:7][CH:8]=1.[C:11]1([CH3:21])[CH:16]=[CH:15][C:14]([S:17](Cl)(=[O:19])=[O:18])=[CH:13][CH:12]=1. Product: [CH3:21][C:11]1[CH:16]=[CH:15][C:14]([S:17]([N:7]2[C:6]([CH:9]=[O:10])=[CH:5][C:4]([Br:3])=[CH:8]2)(=[O:19])=[O:18])=[CH:13][CH:12]=1. The catalyst class is: 1. (4) Reactant: [Cl:1][C:2]1[CH:11]=[CH:10][C:5]([C:6](=O)[CH2:7]Br)=[CH:4][CH:3]=1.[C:12]([NH2:17])(=[O:16])[CH2:13][CH2:14][CH3:15]. Product: [Cl:1][C:2]1[CH:11]=[CH:10][C:5]([C:6]2[N:17]=[C:12]([CH2:13][CH2:14][CH3:15])[O:16][CH:7]=2)=[CH:4][CH:3]=1. The catalyst class is: 6. (5) Reactant: [Cl:1][C:2]1[CH:3]=[C:4]2[C:9](=[CH:10][CH:11]=1)[C:8]1([CH2:16][CH2:15][CH2:14][CH2:13][CH2:12]1)[C:7](=[O:17])[C:6]([C:18]([NH:20][CH2:21][C:22]([O:24]C(C)(C)C)=[O:23])=[O:19])=[C:5]2[OH:29]. Product: [Cl:1][C:2]1[CH:3]=[C:4]2[C:9](=[CH:10][CH:11]=1)[C:8]1([CH2:16][CH2:15][CH2:14][CH2:13][CH2:12]1)[C:7](=[O:17])[C:6]([C:18]([NH:20][CH2:21][C:22]([OH:24])=[O:23])=[O:19])=[C:5]2[OH:29]. The catalyst class is: 67. (6) Reactant: [OH:1][C:2]1[C:3](I)=[CH:4][C:5]2[CH2:6][C@H:7]3[N:18]([C:19]([O:21][CH2:22][C:23]4[CH:28]=[CH:27][CH:26]=[CH:25][CH:24]=4)=[O:20])[CH2:17][CH2:16][C@@:13]4([C:14]=2[CH:15]=1)[C@H:8]3[CH2:9][CH2:10][CH2:11][CH2:12]4.[CH3:30][O-:31].[Na+]. Product: [OH:1][C:2]1[C:3]([O:31][CH3:30])=[CH:4][C:5]2[CH2:6][C@H:7]3[N:18]([C:19]([O:21][CH2:22][C:23]4[CH:28]=[CH:27][CH:26]=[CH:25][CH:24]=4)=[O:20])[CH2:17][CH2:16][C@@:13]4([C:14]=2[CH:15]=1)[C@H:8]3[CH2:9][CH2:10][CH2:11][CH2:12]4. The catalyst class is: 3. (7) Reactant: [CH:1]1([C:4]2[CH:9]=[CH:8][C:7]([N:10]3[CH2:14][CH2:13][C:12]4([CH2:19][CH2:18][NH:17][CH2:16][CH2:15]4)[C:11]3=[O:20])=[CH:6][CH:5]=2)[CH2:3][CH2:2]1.Br[CH2:22][C:23]([OH:25])=[O:24].CCN(CC)CC. Product: [CH:1]1([C:4]2[CH:9]=[CH:8][C:7]([N:10]3[CH2:14][CH2:13][C:12]4([CH2:19][CH2:18][N:17]([CH2:22][C:23]([OH:25])=[O:24])[CH2:16][CH2:15]4)[C:11]3=[O:20])=[CH:6][CH:5]=2)[CH2:3][CH2:2]1. The catalyst class is: 2. (8) Reactant: [Br:1][C:2]1[CH:7]=[CH:6][C:5]([CH:8]2[N:12]([CH2:13][CH2:14][N:15]3[CH2:20][CH2:19][O:18][CH2:17][CH2:16]3)[CH:11]([C:21]3[CH:26]=[CH:25][CH:24]=[CH:23][CH:22]=3)[N:10]([C:27]3[CH:32]=[CH:31][C:30]([C:33]([F:36])([F:35])[F:34])=[CH:29][CH:28]=3)[C:9]2=[O:37])=[CH:4][CH:3]=1.[CH:38]([N-]C(C)C)(C)C.[Li+].CI.C(O)=O.N.O. Product: [Br:1][C:2]1[CH:7]=[CH:6][C:5]([C:8]2([CH3:38])[N:12]([CH2:13][CH2:14][N:15]3[CH2:16][CH2:17][O:18][CH2:19][CH2:20]3)[CH:11]([C:21]3[CH:26]=[CH:25][CH:24]=[CH:23][CH:22]=3)[N:10]([C:27]3[CH:28]=[CH:29][C:30]([C:33]([F:34])([F:35])[F:36])=[CH:31][CH:32]=3)[C:9]2=[O:37])=[CH:4][CH:3]=1. The catalyst class is: 56.